From a dataset of Forward reaction prediction with 1.9M reactions from USPTO patents (1976-2016). Predict the product of the given reaction. Given the reactants [OH:1][C:2]1[CH:11]=[C:10]2[C:5]([CH:6]=[C:7]([C:12]([O:14][CH2:15][CH3:16])=[O:13])[CH:8]=[N:9]2)=[CH:4][CH:3]=1.C([O-])([O-])=O.[Cs+].[Cs+].[Cl:23][C:24]1[CH:31]=[CH:30][C:27]([CH2:28]Cl)=[CH:26][CH:25]=1, predict the reaction product. The product is: [Cl:23][C:24]1[CH:31]=[CH:30][C:27]([CH2:28][O:1][C:2]2[CH:11]=[C:10]3[C:5]([CH:6]=[C:7]([C:12]([O:14][CH2:15][CH3:16])=[O:13])[CH:8]=[N:9]3)=[CH:4][CH:3]=2)=[CH:26][CH:25]=1.